From a dataset of Reaction yield outcomes from USPTO patents with 853,638 reactions. Predict the reaction yield, written as a fraction of the theoretical maximum amount of product (1.0 means a 100% yield; for example, 0.34 means a 34% yield). (1) The reactants are [N:1]1[N:10]2[C:4]([CH2:5][O:6][C:7]3[CH:14]=[CH:13][CH:12]=[CH:11][C:8]=3[CH2:9]2)=[CH:3][C:2]=1C=O.[Mg+2].[Br-].[Br-].[N+:20]([C:23]1[CH:41]=[CH:40][C:26]([CH2:27][O:28][C:29]([C:31]2[N:32]3[CH:35]([S:36][CH:37]=2)[CH:34]([Br:38])[C:33]3=[O:39])=[O:30])=[CH:25][CH:24]=1)([O-:22])=[O:21].CCN(CC)CC.[CH3:49][C:50]([O:52][C:53](C)=O)=[O:51]. The catalyst is C(#N)C.C1COCC1.CN(C1C=CN=CC=1)C.CCOC(C)=O. The product is [N+:20]([C:23]1[CH:41]=[CH:40][C:26]([CH2:27][O:28][C:29]([C:31]2[N:32]3[CH:35]([S:36][CH:37]=2)[C:34]([CH:53]([O:52][C:50](=[O:51])[CH3:49])[C:12]2[CH:13]=[CH:14][C:7]4[O:6][CH2:5][C:4]5=[CH:3][CH:2]=[N:1][N:10]5[CH2:9][C:8]=4[CH:11]=2)([Br:38])[C:33]3=[O:39])=[O:30])=[CH:25][CH:24]=1)([O-:22])=[O:21]. The yield is 0.540. (2) The reactants are [Cl:1][C:2]1[CH:3]=[C:4]([CH:8]=[C:9]([O:11][CH3:12])[N:10]=1)[C:5]([OH:7])=[O:6].[C:13]([O-])([O-])=O.[K+].[K+].CI. The catalyst is CN(C=O)C. The product is [CH3:13][O:6][C:5](=[O:7])[C:4]1[CH:8]=[C:9]([O:11][CH3:12])[N:10]=[C:2]([Cl:1])[CH:3]=1. The yield is 0.870.